Predict the product of the given reaction. From a dataset of Forward reaction prediction with 1.9M reactions from USPTO patents (1976-2016). (1) The product is: [O:25]=[C:16]1[C:17]2([CH2:24][CH2:23][N:22]([S:1]([Cl:5])(=[O:3])=[O:2])[CH2:21][CH2:20]2)[CH2:18][CH2:19][N:15]1[C:12]1[CH:11]=[CH:10][C:9]([O:8][C:7]([F:27])([F:6])[F:26])=[CH:14][CH:13]=1. Given the reactants [S:1]([Cl:5])(Cl)(=[O:3])=[O:2].[F:6][C:7]([F:27])([F:26])[O:8][C:9]1[CH:14]=[CH:13][C:12]([N:15]2[CH2:19][CH2:18][C:17]3([CH2:24][CH2:23][NH:22][CH2:21][CH2:20]3)[C:16]2=[O:25])=[CH:11][CH:10]=1.CCN(CC)CC, predict the reaction product. (2) The product is: [CH3:1][N:2]([CH3:29])[CH2:3][CH2:4][NH:5][C:6]([C:8]1[C:21]2[C:12](=[N:13][C:14]3[C:19]([N:20]=2)=[C:18]2[CH:22]=[CH:23][CH:24]=[C:25]([O:26][CH3:27])[C:17]2=[CH:16][CH:15]=3)[CH:11]=[C:10]([O:31][CH3:30])[CH:9]=1)=[O:7]. Given the reactants [CH3:1][N:2]([CH3:29])[CH2:3][CH2:4][NH:5][C:6]([C:8]1[C:21]2[C:12](=[N:13][C:14]3[C:19]([N:20]=2)=[C:18]2[CH:22]=[CH:23][CH:24]=[C:25]([O:26][CH3:27])[C:17]2=[CH:16][CH:15]=3)[CH:11]=[C:10](Cl)[CH:9]=1)=[O:7].[CH3:30][O-:31].[Na+], predict the reaction product.